From a dataset of Catalyst prediction with 721,799 reactions and 888 catalyst types from USPTO. Predict which catalyst facilitates the given reaction. (1) The catalyst class is: 398. Reactant: [CH3:1][C:2]1[CH:7]=[CH:6][C:5](B(O)O)=[CH:4][CH:3]=1.Cl[C:12]1[CH:17]=[CH:16][CH:15]=[C:14]([Cl:18])[N:13]=1.P([O-])([O-])([O-])=O.[K+].[K+].[K+]. Product: [Cl:18][C:14]1[CH:15]=[CH:16][CH:17]=[C:12]([C:5]2[CH:6]=[CH:7][C:2]([CH3:1])=[CH:3][CH:4]=2)[N:13]=1. (2) Reactant: [NH2:1][CH2:2][CH2:3][CH2:4][N:5]1[CH2:10][CH2:9][O:8][CH2:7][CH2:6]1.[C:11](O[C:11]([O:13][C:14]([CH3:17])([CH3:16])[CH3:15])=[O:12])([O:13][C:14]([CH3:17])([CH3:16])[CH3:15])=[O:12]. Product: [C:14]([O:13][C:11]([NH:1][CH2:2][CH2:3][CH2:4][N:5]1[CH2:10][CH2:9][O:8][CH2:7][CH2:6]1)=[O:12])([CH3:17])([CH3:16])[CH3:15]. The catalyst class is: 2. (3) Reactant: CCN(CC)CC.[CH3:8][C:9]1[C:14]([O:15][C:16]2[CH:21]=[CH:20][N:19]=[C:18]([NH:22][C:23]3[CH:31]=[CH:30][C:26]([C:27]([O-:29])=O)=[CH:25][CH:24]=3)[CH:17]=2)=[CH:13][CH:12]=[C:11]([CH3:32])[N:10]=1.[Li+].[CH:34]12[O:41][CH:38]([CH2:39][CH2:40]1)[CH2:37][N:36]([CH2:42][CH2:43][NH2:44])[CH2:35]2.CN(C(ON1N=NC2C=CC=CC1=2)=[N+](C)C)C.F[P-](F)(F)(F)(F)F. Product: [CH3:8][C:9]1[C:14]([O:15][C:16]2[CH:21]=[CH:20][N:19]=[C:18]([NH:22][C:23]3[CH:31]=[CH:30][C:26]([C:27]([NH:44][CH2:43][CH2:42][N:36]4[CH2:37][CH:38]5[O:41][CH:34]([CH2:40][CH2:39]5)[CH2:35]4)=[O:29])=[CH:25][CH:24]=3)[CH:17]=2)=[CH:13][CH:12]=[C:11]([CH3:32])[N:10]=1. The catalyst class is: 44.